From a dataset of Forward reaction prediction with 1.9M reactions from USPTO patents (1976-2016). Predict the product of the given reaction. (1) Given the reactants [F:1][C:2]1[CH:10]=[CH:9][C:8]([F:11])=[C:7]2[C:3]=1[C:4](=[O:35])[N:5]([CH2:27][C:28]1[CH:33]=[CH:32][C:31]([F:34])=[CH:30][CH:29]=1)[CH:6]2[CH2:12][CH2:13][C:14]([NH:16][C:17]1C=CC(C(F)(F)F)=C[N:18]=1)=[O:15].NC1[S:38][CH:39]=[C:40]([C:42]([O:44][CH2:45][CH3:46])=[O:43])N=1, predict the reaction product. The product is: [CH2:45]([O:44][C:42]([C:40]1[N:18]=[C:17]([NH:16][C:14](=[O:15])[CH2:13][CH2:12][CH:6]2[C:7]3[C:3](=[C:2]([F:1])[CH:10]=[CH:9][C:8]=3[F:11])[C:4](=[O:35])[N:5]2[CH2:27][C:28]2[CH:29]=[CH:30][C:31]([F:34])=[CH:32][CH:33]=2)[S:38][CH:39]=1)=[O:43])[CH3:46]. (2) The product is: [Cl:1][C:2]1[N:7]=[C:6]2[N:8]([CH2:12][CH3:13])[N:9]=[C:10]([C:29]#[C:28][CH2:27][OH:34])[C:5]2=[C:4]([N:14]2[CH2:19][CH2:18][O:17][CH2:16][CH2:15]2)[N:3]=1. Given the reactants [Cl:1][C:2]1[N:7]=[C:6]2[N:8]([CH2:12][CH3:13])[N:9]=[C:10](I)[C:5]2=[C:4]([N:14]2[CH2:19][CH2:18][O:17][CH2:16][CH2:15]2)[N:3]=1.C(N(CC)CC)C.[CH2:27](Cl)[C:28]#[CH:29].CN(C)C=[O:34], predict the reaction product. (3) The product is: [I:35][C:6]1[CH:7]=[C:8]2[C:21](=[CH:22][CH:23]=1)[CH2:20][C@:10]1([C:18]3[C:13](=[N:14][CH:15]=[CH:16][CH:17]=3)[NH:12][C:11]1=[O:19])[CH2:9]2. Given the reactants N([O-])=O.[Na+].N[C:6]1[CH:7]=[C:8]2[C:21](=[CH:22][CH:23]=1)[CH2:20][C@:10]1([C:18]3[C:13](=[N:14][CH:15]=[CH:16][CH:17]=3)[NH:12][C:11]1=[O:19])[CH2:9]2.C1(C)C=CC(S(O)(=O)=O)=CC=1.[I-:35].[K+].[OH-].[Na+].II.S([O-])([O-])(=O)=S.[Na+].[Na+], predict the reaction product.